This data is from Reaction yield outcomes from USPTO patents with 853,638 reactions. The task is: Predict the reaction yield, written as a fraction of the theoretical maximum amount of product (1.0 means a 100% yield; for example, 0.34 means a 34% yield). (1) The reactants are C(O)(C(F)(F)F)=O.[Cl:8][C:9]1[CH:14]=[CH:13][C:12]([CH:15]([NH:22][C:23]([C:25]2([NH:40]C(=O)OC(C)(C)C)[CH2:30][CH2:29][N:28]([C:31]3[C:32]4[CH:39]=[CH:38][NH:37][C:33]=4[N:34]=[CH:35][N:36]=3)[CH2:27][CH2:26]2)=[O:24])[CH2:16][C:17]2[S:18][CH:19]=[CH:20][N:21]=2)=[CH:11][CH:10]=1. The catalyst is ClCCl. The product is [NH2:40][C:25]1([C:23]([NH:22][CH:15]([C:12]2[CH:11]=[CH:10][C:9]([Cl:8])=[CH:14][CH:13]=2)[CH2:16][C:17]2[S:18][CH:19]=[CH:20][N:21]=2)=[O:24])[CH2:26][CH2:27][N:28]([C:31]2[C:32]3[CH:39]=[CH:38][NH:37][C:33]=3[N:34]=[CH:35][N:36]=2)[CH2:29][CH2:30]1. The yield is 0.568. (2) The reactants are [CH2:1]([O:3][C:4]([N:6]1[CH:11]2[CH2:12][CH2:13][CH:7]1[CH2:8][CH:9]([N:14]=[N+]=[N-])[CH2:10]2)=[O:5])[CH3:2]. The catalyst is CO.[Pd]. The product is [CH2:1]([O:3][C:4]([N:6]1[CH:11]2[CH2:12][CH2:13][CH:7]1[CH2:8][CH:9]([NH2:14])[CH2:10]2)=[O:5])[CH3:2]. The yield is 0.680. (3) The reactants are ClC1C=CC=C[C:3]=1[N:8]1[C:12]([OH:13])=[CH:11][C:10]([CH2:14][C:15]([O:17][CH3:18])=[O:16])=[N:9]1.C(O)(=O)C.[CH2:23]([C:27](OCC)(OCC)[O:28][CH2:29][CH3:30])[CH2:24][CH2:25][CH3:26]. The catalyst is C(#N)C. The product is [CH2:29]([O:28]/[C:27](=[C:11]1/[C:10]([CH2:14][C:15]([O:17][CH3:18])=[O:16])=[N:9][N:8]([CH3:3])[C:12]/1=[O:13])/[CH2:23][CH2:24][CH2:25][CH3:26])[CH3:30]. The yield is 1.00. (4) The product is [CH3:27][C:22]1[C:21]([C:15]2[CH:14]=[C:13]3[C:18]([C:6]([OH:8])=[C:5]([C:4]([O:3][CH2:1][CH3:2])=[O:28])[CH:11]=[N:12]3)=[CH:17][C:16]=2[O:19][CH3:20])=[C:25]([CH3:26])[O:24][N:23]=1. The reactants are [CH2:1]([O:3][C:4](=[O:28])[C:5](=[CH:11][NH:12][C:13]1[CH:18]=[CH:17][C:16]([O:19][CH3:20])=[C:15]([C:21]2[C:22]([CH3:27])=[N:23][O:24][C:25]=2[CH3:26])[CH:14]=1)[C:6]([O:8]CC)=O)[CH3:2].CC1C(C2C=C([N+]([O-])=O)C=CC=2OC)=C(C)ON=1. The catalyst is C1(OC2C=CC=CC=2)C=CC=CC=1. The yield is 0.920.